This data is from CYP3A4 inhibition data for predicting drug metabolism from PubChem BioAssay. The task is: Regression/Classification. Given a drug SMILES string, predict its absorption, distribution, metabolism, or excretion properties. Task type varies by dataset: regression for continuous measurements (e.g., permeability, clearance, half-life) or binary classification for categorical outcomes (e.g., BBB penetration, CYP inhibition). Dataset: cyp3a4_veith. The molecule is CCOc1ccc(C(C)=O)cc1N1C(=O)C2C3C=CC(O3)C2C1=O. The result is 0 (non-inhibitor).